Task: Predict the reaction yield, written as a fraction of the theoretical maximum amount of product (1.0 means a 100% yield; for example, 0.34 means a 34% yield).. Dataset: Reaction yield outcomes from USPTO patents with 853,638 reactions (1) The reactants are C1COCC1.[Cl:6][C:7]1[N:12]=[C:11](Cl)[CH:10]=[CH:9][N:8]=1.[Br-].[CH2:15]([O:17][C:18](=[O:23])[CH2:19][CH2:20][CH2:21][Zn+])[CH3:16]. The catalyst is CCOC(C)=O.[Cl-].[Na+].O. The product is [Cl:6][C:7]1[N:12]=[C:11]([CH2:21][CH2:20][CH2:19][C:18]([O:17][CH2:15][CH3:16])=[O:23])[CH:10]=[CH:9][N:8]=1. The yield is 0.600. (2) The reactants are C([O:3][C:4]([C:6]1[CH:10]=[C:9]([C:11]2[CH:16]=[CH:15][C:14]([NH:17][C:18](=[O:30])[CH2:19][C:20]3[CH:25]=[CH:24][C:23]([O:26][CH3:27])=[CH:22][C:21]=3[O:28][CH3:29])=[CH:13][CH:12]=2)[O:8][C:7]=1[CH3:31])=[O:5])C.[Li+].[OH-].Cl. The catalyst is CO.C1COCC1. The product is [CH3:29][O:28][C:21]1[CH:22]=[C:23]([O:26][CH3:27])[CH:24]=[CH:25][C:20]=1[CH2:19][C:18]([NH:17][C:14]1[CH:15]=[CH:16][C:11]([C:9]2[O:8][C:7]([CH3:31])=[C:6]([C:4]([OH:5])=[O:3])[CH:10]=2)=[CH:12][CH:13]=1)=[O:30]. The yield is 0.970. (3) The reactants are C(N(CC)CC)C.[OH:8][CH2:9][CH2:10][O:11][N:12]1[C:16](=[O:17])[C:15]2=[CH:18][CH:19]=[CH:20][CH:21]=[C:14]2[C:13]1=[O:22].[CH3:23][S:24](Cl)(=[O:26])=[O:25]. The catalyst is ClCCl. The product is [O:22]=[C:13]1[C:14]2[C:15](=[CH:18][CH:19]=[CH:20][CH:21]=2)[C:16](=[O:17])[N:12]1[O:11][CH2:10][CH2:9][O:8][S:24]([CH3:23])(=[O:26])=[O:25]. The yield is 0.890.